Task: Predict which catalyst facilitates the given reaction.. Dataset: Catalyst prediction with 721,799 reactions and 888 catalyst types from USPTO Reactant: [Br:1][C:2]1[CH:8]=[CH:7][C:5]([NH2:6])=[C:4]([Cl:9])[CH:3]=1.C[Si]([N-][Si](C)(C)C)(C)C.[Na+].[C:20](O[C:20]([O:22][C:23]([CH3:26])([CH3:25])[CH3:24])=[O:21])([O:22][C:23]([CH3:26])([CH3:25])[CH3:24])=[O:21]. Product: [Br:1][C:2]1[CH:8]=[CH:7][C:5]([NH:6][C:20](=[O:21])[O:22][C:23]([CH3:26])([CH3:25])[CH3:24])=[C:4]([Cl:9])[CH:3]=1. The catalyst class is: 1.